From a dataset of Full USPTO retrosynthesis dataset with 1.9M reactions from patents (1976-2016). Predict the reactants needed to synthesize the given product. (1) Given the product [I:38][CH2:12][CH2:11][CH2:10][CH2:9][O:8][CH2:1][C:2]1[CH:7]=[CH:6][CH:5]=[CH:4][CH:3]=1, predict the reactants needed to synthesize it. The reactants are: [CH2:1]([O:8][CH2:9][CH2:10][CH2:11][CH2:12]O)[C:2]1[CH:7]=[CH:6][CH:5]=[CH:4][CH:3]=1.N1C=CN=C1.C1(P(C2C=CC=CC=2)C2C=CC=CC=2)C=CC=CC=1.[I:38]I.C(=O)(O)[O-].[Na+].S([O-])([O-])(=O)=S. (2) Given the product [C:1]1([C:7]([OH:20])([CH2:10][C:11]([C:14]2[CH:19]=[CH:18][CH:17]=[CH:16][CH:15]=2)([CH3:13])[CH3:12])[CH:8]=[O:9])[CH:2]=[CH:3][CH:4]=[CH:5][CH:6]=1, predict the reactants needed to synthesize it. The reactants are: [C:1]1([C:7]([OH:20])([CH2:10][C:11]([C:14]2[CH:19]=[CH:18][CH:17]=[CH:16][CH:15]=2)([CH3:13])[CH3:12])[CH2:8][OH:9])[CH:6]=[CH:5][CH:4]=[CH:3][CH:2]=1.CS(C)=O. (3) Given the product [CH3:1][O:2][C:3]1[CH:4]=[C:5]([CH:11]=[C:12]([C:16]2[CH:17]=[CH:18][C:19]([O:22][C:23]3[CH:28]=[CH:27][CH:26]=[CH:25][N:24]=3)=[CH:20][CH:21]=2)[C:13]([N:47]([CH3:49])[CH3:48])=[O:14])[CH:6]=[C:7]([O:9][CH3:10])[CH:8]=1, predict the reactants needed to synthesize it. The reactants are: [CH3:1][O:2][C:3]1[CH:4]=[C:5]([CH:11]=[C:12]([C:16]2[CH:21]=[CH:20][C:19]([O:22][C:23]3[CH:28]=[CH:27][CH:26]=[CH:25][N:24]=3)=[CH:18][CH:17]=2)[C:13](O)=[O:14])[CH:6]=[C:7]([O:9][CH3:10])[CH:8]=1.F[P-](F)(F)(F)(F)F.N1(O[P+](N(C)C)(N(C)C)[N:47]([CH3:49])[CH3:48])C2C=CC=CC=2N=N1.CNC.C1COCC1. (4) The reactants are: [Cl:1][C:2]1[CH:10]=[C:9]2[C:5]([C:6](=[O:22])[C:7](=[O:21])[N:8]2[CH:11]([CH2:15][CH:16]2[CH2:20][CH2:19][CH2:18][CH2:17]2)[C:12]([OH:14])=O)=[CH:4][CH:3]=1.[CH3:23][N:24]1[CH:28]=[CH:27][C:26]([NH2:29])=[N:25]1.C(N(CC)C(C)C)(C)C.F[P-](F)(F)(F)(F)F.N1(O[P+](N(C)C)(N(C)C)N(C)C)C2C=CC=CC=2N=N1. Given the product [Cl:1][C:2]1[CH:10]=[C:9]2[C:5]([C:6](=[O:22])[C:7](=[O:21])[N:8]2[CH:11]([CH2:15][CH:16]2[CH2:17][CH2:18][CH2:19][CH2:20]2)[C:12]([NH:29][C:26]2[CH:27]=[CH:28][N:24]([CH3:23])[N:25]=2)=[O:14])=[CH:4][CH:3]=1, predict the reactants needed to synthesize it. (5) Given the product [C:15]([O:14][C:12]([NH:1][CH2:2][CH:3]1[CH2:4][CH2:5][CH:6]([C:9]([OH:11])=[O:10])[CH2:7][CH2:8]1)=[O:13])([CH3:18])([CH3:17])[CH3:16], predict the reactants needed to synthesize it. The reactants are: [NH2:1][CH2:2][CH:3]1[CH2:8][CH2:7][CH:6]([C:9]([OH:11])=[O:10])[CH2:5][CH2:4]1.[C:12](O[C:12]([O:14][C:15]([CH3:18])([CH3:17])[CH3:16])=[O:13])([O:14][C:15]([CH3:18])([CH3:17])[CH3:16])=[O:13].